This data is from Reaction yield outcomes from USPTO patents with 853,638 reactions. The task is: Predict the reaction yield, written as a fraction of the theoretical maximum amount of product (1.0 means a 100% yield; for example, 0.34 means a 34% yield). (1) The reactants are [OH:1][C:2]1[CH:9]=[CH:8][C:5]([CH:6]=O)=[C:4]([N+:10]([O-:12])=[O:11])[C:3]=1[O:13][CH3:14].[OH-].[NH4+:16].II. The catalyst is C1COCC1. The product is [OH:1][C:2]1[CH:9]=[CH:8][C:5]([C:6]#[N:16])=[C:4]([N+:10]([O-:12])=[O:11])[C:3]=1[O:13][CH3:14]. The yield is 0.840. (2) The reactants are [CH3:1][O:2][C:3]1[CH:4]=[C:5]([CH:7]=[C:8]([O:12][CH3:13])[C:9]=1[O:10][CH3:11])[NH2:6].CC1(C)C2C(=C(P(C3C=CC=CC=3)C3C=CC=CC=3)C=CC=2)OC2C(P(C3C=CC=CC=3)C3C=CC=CC=3)=CC=CC1=2.C([O-])([O-])=O.[Cs+].[Cs+].Cl[C:63]1[CH:68]=[C:67]([O:69][C:70]2[CH:71]=[C:72]([CH3:84])[C:73]([CH3:83])=[N:74][C:75]=2[C:76]2[CH:81]=[CH:80][CH:79]=[C:78]([CH3:82])[N:77]=2)[CH:66]=[CH:65][N:64]=1. The catalyst is O1CCOCC1.CC([O-])=O.CC([O-])=O.[Pd+2]. The product is [CH3:84][C:72]1[CH:71]=[C:70]([O:69][C:67]2[CH:66]=[CH:65][N:64]=[C:63]([NH:6][C:5]3[CH:7]=[C:8]([O:12][CH3:13])[C:9]([O:10][CH3:11])=[C:3]([O:2][CH3:1])[CH:4]=3)[CH:68]=2)[C:75]([C:76]2[CH:81]=[CH:80][CH:79]=[C:78]([CH3:82])[N:77]=2)=[N:74][C:73]=1[CH3:83]. The yield is 0.760. (3) The reactants are [O:1]([C@H:9]([CH3:16])[CH2:10][C:11](OCC)=[O:12])[Si:2]([C:5]([CH3:8])([CH3:7])[CH3:6])([CH3:4])[CH3:3].[H-].C([Al+]CC(C)C)C(C)C.CO. The catalyst is ClCCl. The product is [O:1]([C@H:9]([CH3:16])[CH2:10][CH2:11][OH:12])[Si:2]([C:5]([CH3:6])([CH3:7])[CH3:8])([CH3:4])[CH3:3]. The yield is 0.830. (4) The reactants are [NH2:1][C:2]1[C:3]([NH:20][C:21]2[CH:25]=[C:24]([CH:26]3[CH2:28][CH2:27]3)[NH:23][N:22]=2)=[N:4][C:5]([NH:9][C@H:10]([C:13]2[CH:18]=[CH:17][C:16]([F:19])=[CH:15][CH:14]=2)[CH2:11][OH:12])=[N:6][C:7]=1[CH3:8].[C:29](O)(=O)C.C(N)=N. The catalyst is CCO. The product is [CH:26]1([C:24]2[NH:23][N:22]=[C:21]([N:20]3[CH:29]=[N:1][C:2]4[C:3]3=[N:4][C:5]([NH:9][C@H:10]([C:13]3[CH:18]=[CH:17][C:16]([F:19])=[CH:15][CH:14]=3)[CH2:11][OH:12])=[N:6][C:7]=4[CH3:8])[CH:25]=2)[CH2:28][CH2:27]1. The yield is 0.350.